This data is from Catalyst prediction with 721,799 reactions and 888 catalyst types from USPTO. The task is: Predict which catalyst facilitates the given reaction. (1) Reactant: [N:1]12[CH2:9][CH2:8][CH:5]([CH2:6][CH2:7]1)[NH:4][CH2:3][CH2:2]2.[Br:10][C:11]1[CH:12]=[CH:13][C:14]2[O:18][C:17](SC)=[N:16][C:15]=2[CH:21]=1. Product: [Br:10][C:11]1[CH:12]=[CH:13][C:14]2[O:18][C:17]([N:4]3[CH:5]4[CH2:8][CH2:9][N:1]([CH2:7][CH2:6]4)[CH2:2][CH2:3]3)=[N:16][C:15]=2[CH:21]=1. The catalyst class is: 41. (2) Reactant: F[C:2]1[N:7]=[C:6]([NH2:8])[CH:5]=[CH:4][CH:3]=1.[CH3:9][CH:10]1[CH2:15][O:14][CH2:13][CH2:12][NH:11]1. Product: [CH3:9][CH:10]1[N:11]([C:2]2[N:7]=[C:6]([NH2:8])[CH:5]=[CH:4][CH:3]=2)[CH2:12][CH2:13][O:14][CH2:15]1. The catalyst class is: 6. (3) Reactant: FC(F)(F)C([N:5]1[CH2:11][CH:10]([CH3:12])[C:9]2[CH:13]=[C:14]([I:19])[C:15]([O:17][CH3:18])=[CH:16][C:8]=2[CH2:7][CH2:6]1)=O.[OH-].[Na+]. The catalyst class is: 24. Product: [I:19][C:14]1[C:15]([O:17][CH3:18])=[CH:16][C:8]2[CH2:7][CH2:6][NH:5][CH2:11][CH:10]([CH3:12])[C:9]=2[CH:13]=1. (4) Reactant: C(OC([N:8]1[C@@H:12]([CH2:13][C:14]2[CH:19]=[CH:18][C:17]([O:20][C:21]3[C:30]4[C:25](=[CH:26][C:27]([Cl:31])=[CH:28][CH:29]=4)[N:24]=[CH:23][CH:22]=3)=[CH:16][CH:15]=2)[CH2:11][O:10]C1(C)C)=O)(C)(C)C.CO.Cl. Product: [ClH:31].[NH2:8][C@@H:12]([CH2:13][C:14]1[CH:15]=[CH:16][C:17]([O:20][C:21]2[C:30]3[C:25](=[CH:26][C:27]([Cl:31])=[CH:28][CH:29]=3)[N:24]=[CH:23][CH:22]=2)=[CH:18][CH:19]=1)[CH2:11][OH:10]. The catalyst class is: 12. (5) Reactant: [C:1]([C@@H:3]([NH:22][C:23]([C:25]1([NH:31]C(=O)OC(C)(C)C)[CH2:30][CH2:29][O:28][CH2:27][CH2:26]1)=[O:24])[CH2:4][C:5]1[CH:10]=[CH:9][C:8]([C:11]2[CH:12]=[C:13]3[C:17](=[CH:18][CH:19]=2)[C:16](=[O:20])[N:15]([CH3:21])[CH2:14]3)=[CH:7][CH:6]=1)#[N:2].C(O)=O.C(#N)C. Product: [NH2:31][C:25]1([C:23]([NH:22][C@H:3]([C:1]#[N:2])[CH2:4][C:5]2[CH:6]=[CH:7][C:8]([C:11]3[CH:12]=[C:13]4[C:17](=[CH:18][CH:19]=3)[C:16](=[O:20])[N:15]([CH3:21])[CH2:14]4)=[CH:9][CH:10]=2)=[O:24])[CH2:30][CH2:29][O:28][CH2:27][CH2:26]1. The catalyst class is: 24. (6) Reactant: [CH3:13][C:12]([O:11][C:9](O[C:9]([O:11][C:12]([CH3:15])([CH3:14])[CH3:13])=[O:10])=[O:10])([CH3:15])[CH3:14].[CH2:16]([NH:23][C:24]([CH:26]1[CH2:29][C:28](=[O:30])[CH2:27]1)=O)C1C=CC=CC=1.CNC[C@@H]1C[C@H](O)C1.CCN(CC)CC. Product: [OH:30][C@@H:28]1[CH2:29][C@H:26]([CH2:24][N:23]([CH3:16])[C:9](=[O:10])[O:11][C:12]([CH3:13])([CH3:14])[CH3:15])[CH2:27]1. The catalyst class is: 1.